This data is from Forward reaction prediction with 1.9M reactions from USPTO patents (1976-2016). The task is: Predict the product of the given reaction. (1) Given the reactants [C:1]([O:5][C:6]([N:8]1[CH2:13][CH:12]2[C:10]([C:14]3[CH:19]=[CH:18][C:17](Br)=[CH:16][CH:15]=3)([CH2:11]2)[CH2:9]1)=[O:7])([CH3:4])([CH3:3])[CH3:2].CC(C)([O-])C.[Na+].[C:27]1([N:33]2[CH2:38][CH2:37][NH:36][CH2:35][CH2:34]2)[CH:32]=[CH:31][CH:30]=[CH:29][CH:28]=1, predict the reaction product. The product is: [C:1]([O:5][C:6]([N:8]1[CH2:13][CH:12]2[C:10]([C:14]3[CH:19]=[CH:18][C:17]([N:36]4[CH2:37][CH2:38][N:33]([C:27]5[CH:32]=[CH:31][CH:30]=[CH:29][CH:28]=5)[CH2:34][CH2:35]4)=[CH:16][CH:15]=3)([CH2:11]2)[CH2:9]1)=[O:7])([CH3:4])([CH3:3])[CH3:2]. (2) Given the reactants [CH3:1][O:2][CH2:3][O:4][CH2:5][C@@H:6]1[C@@H:11]2[CH2:12][CH2:13][C@@H:8]([CH:9]=[CH:10]2)[N:7]1[C@@H:14]([C:16]1[CH:21]=[CH:20][CH:19]=[CH:18][CH:17]=1)[CH3:15].B.C1C[O:26]CC1, predict the reaction product. The product is: [CH3:1][O:2][CH2:3][O:4][CH2:5][C@@H:6]1[C@@H:11]2[CH2:12][CH2:13][C@@H:8]([C@@H:9]([OH:26])[CH2:10]2)[N:7]1[C@@H:14]([C:16]1[CH:21]=[CH:20][CH:19]=[CH:18][CH:17]=1)[CH3:15].